From a dataset of Forward reaction prediction with 1.9M reactions from USPTO patents (1976-2016). Predict the product of the given reaction. (1) The product is: [CH3:1][O:2][C:3]([C:5]1[CH:13]=[C:12]2[C:8]([CH2:9][CH2:10][N:11]2[S:22]([C:20]2[CH:21]=[C:16]([Cl:15])[CH:17]=[CH:18][C:19]=2[O:26][CH3:27])(=[O:23])=[O:24])=[C:7]([CH3:14])[CH:6]=1)=[O:4]. Given the reactants [CH3:1][O:2][C:3]([C:5]1[CH:13]=[C:12]2[C:8]([CH2:9][CH2:10][NH:11]2)=[C:7]([CH3:14])[CH:6]=1)=[O:4].[Cl:15][C:16]1[CH:17]=[CH:18][C:19]([O:26][CH3:27])=[C:20]([S:22](Cl)(=[O:24])=[O:23])[CH:21]=1, predict the reaction product. (2) Given the reactants [N:1]1[CH:6]=[CH:5][CH:4]=[CH:3][C:2]=1[C:7]1[S:8][CH:9]=[C:10]([C:12]([O:14]C(C)(C)C)=[O:13])[N:11]=1.C(O)(C(F)(F)F)=O, predict the reaction product. The product is: [N:1]1[CH:6]=[CH:5][CH:4]=[CH:3][C:2]=1[C:7]1[S:8][CH:9]=[C:10]([C:12]([OH:14])=[O:13])[N:11]=1. (3) Given the reactants [CH2:1]([O:3][C@H:4]1[CH2:9][CH2:8][C@H:7]([N:10]2[CH2:15][CH2:14][CH:13]([NH:16][C:17]3[CH:22]=[C:21]([CH3:23])[CH:20]=[CH:19][C:18]=3[N+:24]([O-])=O)[CH2:12][CH2:11]2)[CH2:6][CH2:5]1)[CH3:2].O.NN, predict the reaction product. The product is: [NH2:24][C:18]1[CH:19]=[CH:20][C:21]([CH3:23])=[CH:22][C:17]=1[NH:16][CH:13]1[CH2:12][CH2:11][N:10]([C@H:7]2[CH2:8][CH2:9][C@H:4]([O:3][CH2:1][CH3:2])[CH2:5][CH2:6]2)[CH2:15][CH2:14]1. (4) Given the reactants [C:1]([O:5][C:6]([N:8]1[CH2:12][C:11](=O)[CH2:10][CH:9]1[CH2:14][O:15][C:16](=[O:21])[C:17]([CH3:20])([CH3:19])[CH3:18])=[O:7])([CH3:4])([CH3:3])[CH3:2].[CH2:22]([NH2:29])[C:23]1[CH:28]=[CH:27][CH:26]=[CH:25][CH:24]=1.[BH-](OC(C)=O)(OC(C)=O)OC(C)=O.[Na+].CC(O)=O, predict the reaction product. The product is: [C:1]([O:5][C:6]([N:8]1[CH2:12][C@H:11]([NH:29][CH2:22][C:23]2[CH:28]=[CH:27][CH:26]=[CH:25][CH:24]=2)[CH2:10][C@H:9]1[CH2:14][O:15][C:16](=[O:21])[C:17]([CH3:20])([CH3:19])[CH3:18])=[O:7])([CH3:4])([CH3:3])[CH3:2]. (5) Given the reactants [OH:1][CH2:2][C:3]1[CH:12]=[CH:11][CH:10]=[C:9]2[C:4]=1[CH:5]=[CH:6][CH:7]=[C:8]2[OH:13].[F:14][C:15]1[CH:16]=[C:17]([CH:20]=[CH:21][C:22]=1F)[C:18]#[N:19].C([O-])([O-])=O.[K+].[K+], predict the reaction product. The product is: [F:14][C:15]1[CH:16]=[C:17]([CH:20]=[CH:21][C:22]=1[O:13][C:8]1[C:9]2[C:4](=[C:3]([CH2:2][OH:1])[CH:12]=[CH:11][CH:10]=2)[CH:5]=[CH:6][CH:7]=1)[C:18]#[N:19].